From a dataset of Full USPTO retrosynthesis dataset with 1.9M reactions from patents (1976-2016). Predict the reactants needed to synthesize the given product. The reactants are: [S:1]1[CH2:6][CH2:5][CH:4]=[C:3]([C:7]([O-:9])=[O:8])[CH2:2]1.[CH3:10]O. Given the product [S:1]1[CH:6]=[CH:5][CH:4]=[C:3]([C:7]([O:9][CH3:10])=[O:8])[CH2:2]1, predict the reactants needed to synthesize it.